Dataset: Reaction yield outcomes from USPTO patents with 853,638 reactions. Task: Predict the reaction yield, written as a fraction of the theoretical maximum amount of product (1.0 means a 100% yield; for example, 0.34 means a 34% yield). (1) The reactants are C(OC[N:10]1[C:15](=[O:16])[C:14]2[C:17]([CH3:28])=[CH:18][N:19]([CH2:20][O:21][CH2:22][CH2:23][Si:24]([CH3:27])([CH3:26])[CH3:25])[C:13]=2[CH:12]=[N:11]1)C1C=CC=CC=1.[H][H]. The catalyst is [Pd].C(O)C. The product is [CH3:28][C:17]1[C:14]2[C:15](=[O:16])[NH:10][N:11]=[CH:12][C:13]=2[N:19]([CH2:20][O:21][CH2:22][CH2:23][Si:24]([CH3:25])([CH3:27])[CH3:26])[CH:18]=1. The yield is 0.790. (2) The reactants are Br[C:2]1[N:3]=[C:4](/[CH:13]=[CH:14]/[C:15]2[N:25]=[C:18]3[C:19]([CH3:24])=[N:20][CH:21]=[C:22]([CH3:23])[N:17]3[N:16]=2)[N:5]([C:7]2[CH:12]=[CH:11][CH:10]=[CH:9][CH:8]=2)[CH:6]=1.[NH:26]1[CH2:30][CH2:29][CH2:28][C:27]1=[O:31].C(=O)([O-])[O-].[Cs+].[Cs+]. No catalyst specified. The product is [CH3:23][C:22]1[N:17]2[N:16]=[C:15](/[CH:14]=[CH:13]/[C:4]3[N:5]([C:7]4[CH:12]=[CH:11][CH:10]=[CH:9][CH:8]=4)[CH:6]=[C:2]([N:26]4[CH2:30][CH2:29][CH2:28][C:27]4=[O:31])[N:3]=3)[N:25]=[C:18]2[C:19]([CH3:24])=[N:20][CH:21]=1. The yield is 0.188. (3) The yield is 0.850. The product is [N:6]1[C:5]2[NH:8][CH:9]=[CH:10][C:4]=2[CH:3]=[C:2]([C:14]#[C:13][CH2:12][CH2:11][N:15]2[CH:19]=[C:18]([C:20]([O:22][CH3:23])=[O:21])[N:17]=[N:16]2)[N:7]=1. The reactants are I[C:2]1[N:7]=[N:6][C:5]2[NH:8][CH:9]=[CH:10][C:4]=2[CH:3]=1.[CH2:11]([N:15]1[CH:19]=[C:18]([C:20]([O:22][CH3:23])=[O:21])[N:17]=[N:16]1)[CH2:12][C:13]#[CH:14].CCN(CC)CC. The catalyst is C1COCC1.Cl[Pd](Cl)([P](C1C=CC=CC=1)(C1C=CC=CC=1)C1C=CC=CC=1)[P](C1C=CC=CC=1)(C1C=CC=CC=1)C1C=CC=CC=1.[Cu]I. (4) The reactants are [OH:1][C:2]1[C:9]([O:10][CH2:11][CH2:12]C)=[CH:8][C:5]([CH:6]=[O:7])=[CH:4][C:3]=1[N+]([O-])=O.C[CH2:18][O:19]C(C)=O. No catalyst specified. The product is [OH:1][C:2]1[CH:3]=[CH:4][C:5]([CH:6]=[O:7])=[CH:8][C:9]=1[O:10][CH2:11][CH2:12][O:19][CH3:18]. The yield is 0.970. (5) The reactants are C(O[CH:4]=[C:5]([C:11](=O)[C:12]([F:15])([F:14])[F:13])[C:6]([O:8][CH2:9][CH3:10])=[O:7])C.[C:17]([C:19]1[CH:20]=[C:21]([NH:25][NH2:26])[CH:22]=[CH:23][CH:24]=1)#[N:18].C(N(CC)CC)C. The catalyst is CCO. The product is [C:17]([C:19]1[CH:20]=[C:21]([N:25]2[C:11]([C:12]([F:13])([F:14])[F:15])=[C:5]([C:6]([O:8][CH2:9][CH3:10])=[O:7])[CH:4]=[N:26]2)[CH:22]=[CH:23][CH:24]=1)#[N:18]. The yield is 0.100.